Dataset: Reaction yield outcomes from USPTO patents with 853,638 reactions. Task: Predict the reaction yield, written as a fraction of the theoretical maximum amount of product (1.0 means a 100% yield; for example, 0.34 means a 34% yield). (1) The reactants are [N:1](OCCC(C)C)=[O:2].[C:9]1(=[O:19])[C:17]2[C:12](=[CH:13][CH:14]=[CH:15][CH:16]=2)[CH2:11][C:10]1=O.Cl.N([O-])=O. The catalyst is CO. The product is [C:9]1(=[O:19])[C:17]2[C:12](=[CH:13][CH:14]=[CH:15][CH:16]=2)[CH2:11][C:10]1=[N:1][OH:2]. The yield is 0.430. (2) The yield is 0.944. The product is [C:1]([O:5][C:6]([C@H:8]([CH2:13][C:14]1[CH:19]=[CH:18][C:17]([Cl:20])=[C:16]([F:21])[CH:15]=1)[C:9]([O:11][CH3:12])=[O:10])=[O:7])([CH3:4])([CH3:2])[CH3:3]. The reactants are [C:1]([O:5][C:6](/[C:8](=[CH:13]\[C:14]1[CH:19]=[CH:18][C:17]([Cl:20])=[C:16]([F:21])[CH:15]=1)/[C:9]([O:11][CH3:12])=[O:10])=[O:7])([CH3:4])([CH3:3])[CH3:2].CO. The catalyst is CCOC(C)=O.